Dataset: Catalyst prediction with 721,799 reactions and 888 catalyst types from USPTO. Task: Predict which catalyst facilitates the given reaction. (1) Reactant: [NH2:1][C:2](=[O:40])[CH2:3][NH:4][C:5]1[N:6]([CH3:39])[C:7](=[O:38])[C:8]2[C:13]([C:14]3[CH:19]=[CH:18][CH:17]=[CH:16][CH:15]=3)=[C:12]([C:20]3[CH:25]=[CH:24][C:23]([C:26]4([NH:30]C(=O)OC(C)(C)C)[CH2:29][CH2:28][CH2:27]4)=[CH:22][CH:21]=3)[O:11][C:9]=2[N:10]=1.C(O)(C(F)(F)F)=O. Product: [NH2:30][C:26]1([C:23]2[CH:24]=[CH:25][C:20]([C:12]3[O:11][C:9]4[N:10]=[C:5]([NH:4][CH2:3][C:2]([NH2:1])=[O:40])[N:6]([CH3:39])[C:7](=[O:38])[C:8]=4[C:13]=3[C:14]3[CH:15]=[CH:16][CH:17]=[CH:18][CH:19]=3)=[CH:21][CH:22]=2)[CH2:27][CH2:28][CH2:29]1. The catalyst class is: 2. (2) Reactant: C(OC([N:8]1[CH2:12][C@H:11]([CH2:13][C:14]2[CH:19]=[CH:18][CH:17]=[C:16]([CH:20]([CH3:22])[CH3:21])[CH:15]=2)[C@H:10]([CH2:23][N:24]([C:31]2[CH:36]=[CH:35][C:34]([Cl:37])=[CH:33][CH:32]=2)[C:25]2[CH:30]=[CH:29][CH:28]=[CH:27][CH:26]=2)[CH2:9]1)=O)(C)(C)C. Product: [Cl:37][C:34]1[CH:33]=[CH:32][C:31]([N:24]([CH2:23][C@@H:10]2[C@@H:11]([CH2:13][C:14]3[CH:19]=[CH:18][CH:17]=[C:16]([CH:20]([CH3:22])[CH3:21])[CH:15]=3)[CH2:12][NH:8][CH2:9]2)[C:25]2[CH:26]=[CH:27][CH:28]=[CH:29][CH:30]=2)=[CH:36][CH:35]=1. The catalyst class is: 393. (3) Product: [CH2:25]([N:22]1[CH2:21][CH2:20][N:19]([C:17](=[O:18])[CH2:16][CH2:15][C:12]2[CH:13]=[CH:14][C:9]([O:8][C:5]3[CH:4]=[CH:3][C:2]([N:1]([CH2:15][C:12]4[CH:13]=[CH:14][CH:9]=[CH:10][CH:11]=4)[CH2:40][C:41]4[CH:46]=[CH:45][CH:44]=[CH:43][CH:42]=4)=[CH:7][N:6]=3)=[CH:10][CH:11]=2)[CH2:24][CH2:23]1)[C:26]1[CH:27]=[CH:28][CH:29]=[CH:30][CH:31]=1. Reactant: [NH2:1][C:2]1[CH:3]=[CH:4][C:5]([O:8][C:9]2[CH:14]=[CH:13][C:12]([CH2:15][CH2:16][C:17]([N:19]3[CH2:24][CH2:23][N:22]([CH2:25][C:26]4[CH:31]=[CH:30][CH:29]=[CH:28][CH:27]=4)[CH2:21][CH2:20]3)=[O:18])=[CH:11][CH:10]=2)=[N:6][CH:7]=1.C(=O)([O-])[O-].[K+].[K+].[I-].[Na+].[CH2:40](Br)[C:41]1[CH:46]=[CH:45][CH:44]=[CH:43][CH:42]=1. The catalyst class is: 3. (4) Reactant: C([S@@]([NH:7][C@H:8]([C:17]1[CH:22]=[C:21]([F:23])[CH:20]=[C:19]([F:24])[CH:18]=1)[CH2:9][CH2:10][CH2:11][C:12](OCC)=[O:13])=O)(C)(C)C.C(N(CC)CC)C. Product: [F:24][C:19]1[CH:18]=[C:17]([C@H:8]2[NH:7][C:12](=[O:13])[CH2:11][CH2:10][CH2:9]2)[CH:22]=[C:21]([F:23])[CH:20]=1. The catalyst class is: 5. (5) Reactant: Br[C:2]1[CH:3]=[C:4]([C:8]2[C:9](=[O:31])[N:10]([CH3:30])[C:11]([N:20]3[CH2:24][CH2:23][CH2:22][CH:21]3[CH2:25][NH:26][CH:27]([CH3:29])[CH3:28])=[N:12][C:13]=2[C:14]2[CH:19]=[CH:18][N:17]=[CH:16][CH:15]=2)[CH:5]=[CH:6][CH:7]=1.[CH:32]1(B(O)O)[CH2:34][CH2:33]1.CC([O-])(C)C.[Na+]. Product: [CH:32]1([C:2]2[CH:3]=[C:4]([C:8]3[C:9](=[O:31])[N:10]([CH3:30])[C:11]([N:20]4[CH2:24][CH2:23][CH2:22][CH:21]4[CH2:25][NH:26][CH:27]([CH3:29])[CH3:28])=[N:12][C:13]=3[C:14]3[CH:19]=[CH:18][N:17]=[CH:16][CH:15]=3)[CH:5]=[CH:6][CH:7]=2)[CH2:34][CH2:33]1. The catalyst class is: 11. (6) Reactant: [Cl:1][C:2]1[N:7]=[CH:6][N:5]=[C:4]([C:8]([NH:10][C:11]2[CH:16]=[CH:15][C:14]([S:17](Cl)(=[O:19])=[O:18])=[CH:13][C:12]=2[CH3:21])=[O:9])[CH:3]=1.[NH2:22][CH2:23][C:24]([O:26][CH3:27])=[O:25].C(NC(C)C)(C)C. Product: [Cl:1][C:2]1[N:7]=[CH:6][N:5]=[C:4]([C:8]([NH:10][C:11]2[CH:16]=[CH:15][C:14]([S:17]([NH:22][CH2:23][C:24]([O:26][CH3:27])=[O:25])(=[O:19])=[O:18])=[CH:13][C:12]=2[CH3:21])=[O:9])[CH:3]=1. The catalyst class is: 1. (7) Reactant: [F:1][C:2]1[CH:3]=[C:4]([N:10]2[CH2:15][CH2:14][NH:13][CH2:12][CH2:11]2)[CH:5]=[CH:6][C:7]=1[S:8][CH3:9].[C:16]([O:20][C:21]([N:23]1[CH2:28][CH2:27][CH:26]([CH2:29][CH:30]=O)[CH2:25][CH2:24]1)=[O:22])([CH3:19])([CH3:18])[CH3:17].[BH4-].[Na+]. Product: [C:16]([O:20][C:21]([N:23]1[CH2:28][CH2:27][CH:26]([CH2:29][CH2:30][N:13]2[CH2:14][CH2:15][N:10]([C:4]3[CH:5]=[CH:6][C:7]([S:8][CH3:9])=[C:2]([F:1])[CH:3]=3)[CH2:11][CH2:12]2)[CH2:25][CH2:24]1)=[O:22])([CH3:19])([CH3:18])[CH3:17]. The catalyst class is: 467. (8) Reactant: C(N(CC)CC)C.[CH:8]([C:10]1[C:18]2[C:13](=[CH:14][CH:15]=[CH:16][CH:17]=2)[N:12](C(OC(C)(C)C)=O)[CH:11]=1)=[O:9].[CH3:26][O:27][C:28]1[CH:29]=[C:30]([CH:40]=[CH:41][CH:42]=1)[N:31]=[CH:32][C:33]1[CH:34]=[N:35][CH:36]=[C:37]([CH3:39])[CH:38]=1. Product: [NH:12]1[C:13]2[C:18](=[CH:17][CH:16]=[CH:15][CH:14]=2)[C:10]([C:8](=[O:9])[CH:32]([NH:31][C:30]2[CH:40]=[CH:41][CH:42]=[C:28]([O:27][CH3:26])[CH:29]=2)[C:33]2[CH:34]=[N:35][CH:36]=[C:37]([CH3:39])[CH:38]=2)=[CH:11]1. The catalyst class is: 433.